This data is from Forward reaction prediction with 1.9M reactions from USPTO patents (1976-2016). The task is: Predict the product of the given reaction. (1) Given the reactants O[CH:2]1[CH2:7][CH2:6][N:5]([C:8]([O:10][C:11]([CH3:14])([CH3:13])[CH3:12])=[O:9])[CH2:4][CH2:3]1.I[C:16]1[CH:21]=[CH:20][C:19]([O:22][C:23]([F:26])([F:25])[F:24])=[CH:18][CH:17]=1, predict the reaction product. The product is: [F:24][C:23]([F:25])([F:26])[O:22][C:19]1[CH:20]=[CH:21][C:16]([CH:2]2[CH2:7][CH2:6][N:5]([C:8]([O:10][C:11]([CH3:14])([CH3:13])[CH3:12])=[O:9])[CH2:4][CH2:3]2)=[CH:17][CH:18]=1. (2) Given the reactants Cl.[Br:2][C:3]1[S:7][C:6]([CH2:8]Cl)=[C:5]([CH:10]([NH2:12])[CH3:11])[CH:4]=1.C(N(CC)CC)C.[C:20](O[C:20]([O:22][C:23]([CH3:26])([CH3:25])[CH3:24])=[O:21])([O:22][C:23]([CH3:26])([CH3:25])[CH3:24])=[O:21], predict the reaction product. The product is: [C:23]([O:22][C:20]([N:12]1[CH:10]([CH3:11])[C:5]2[CH:4]=[C:3]([Br:2])[S:7][C:6]=2[CH2:8]1)=[O:21])([CH3:26])([CH3:25])[CH3:24]. (3) The product is: [CH3:13][O:12][C:11]1[CH:10]=[CH:9][C:4]([C:5]([O:7][CH3:8])=[O:6])=[CH:3][C:2]=1[NH:1][C:30](=[O:31])[CH2:29][N:23]1[CH2:28][CH2:27][O:26][CH2:25][CH2:24]1. Given the reactants [NH2:1][C:2]1[CH:3]=[C:4]([CH:9]=[CH:10][C:11]=1[O:12][CH3:13])[C:5]([O:7][CH3:8])=[O:6].C(N(C(C)C)CC)(C)C.[N:23]1([CH2:29][C:30](O)=[O:31])[CH2:28][CH2:27][O:26][CH2:25][CH2:24]1.O, predict the reaction product. (4) Given the reactants [Br:1][C:2]1[CH:6]=[N:5][N:4]([CH3:7])[C:3]=1[C:8]1[CH:9]=[C:10]([NH2:20])[CH:11]=[CH:12][C:13]=1[O:14][CH2:15][CH2:16][N:17]([CH3:19])[CH3:18].[Cl:21][C:22]1[CH:27]=[CH:26][C:25]([N:28]=[C:29]=[O:30])=[CH:24][CH:23]=1, predict the reaction product. The product is: [Br:1][C:2]1[CH:6]=[N:5][N:4]([CH3:7])[C:3]=1[C:8]1[CH:9]=[C:10]([NH:20][C:29]([NH:28][C:25]2[CH:26]=[CH:27][C:22]([Cl:21])=[CH:23][CH:24]=2)=[O:30])[CH:11]=[CH:12][C:13]=1[O:14][CH2:15][CH2:16][N:17]([CH3:18])[CH3:19]. (5) Given the reactants [CH3:1][S:2][C:3]1[N:8]=[C:7]([C:9]2[C:10]([C:18]3[CH:23]=[CH:22][CH:21]=[C:20]([N+:24]([O-:26])=[O:25])[CH:19]=3)=[N:11][N:12]3[CH:17]=[CH:16][CH:15]=[CH:14][C:13]=23)[CH:6]=[CH:5][N:4]=1.C1C=C(Cl)C=C(C(OO)=[O:35])C=1, predict the reaction product. The product is: [CH3:1][S:2]([C:3]1[N:8]=[C:7]([C:9]2[C:10]([C:18]3[CH:23]=[CH:22][CH:21]=[C:20]([N+:24]([O-:26])=[O:25])[CH:19]=3)=[N:11][N:12]3[CH:17]=[CH:16][CH:15]=[CH:14][C:13]=23)[CH:6]=[CH:5][N:4]=1)=[O:35].